Dataset: Reaction yield outcomes from USPTO patents with 853,638 reactions. Task: Predict the reaction yield, written as a fraction of the theoretical maximum amount of product (1.0 means a 100% yield; for example, 0.34 means a 34% yield). The product is [F:51][C:32]([F:50])([F:31])[C:33]([NH:35][CH2:36][C:37]1[CH:42]=[CH:41][C:40]([F:43])=[C:39]([CH:44]2[CH2:49][CH2:48][N:47]([C:15]([C:7]3[C:6]4[C:10](=[C:2]([F:1])[CH:3]=[CH:4][C:5]=4[O:18][C:19]([F:22])([F:20])[F:21])[N:9]([CH2:11][CH2:12][O:13][CH3:14])[CH:8]=3)=[O:16])[CH2:46][CH2:45]2)[CH:38]=1)=[O:34]. The catalyst is C(Cl)Cl. The yield is 0.990. The reactants are [F:1][C:2]1[CH:3]=[CH:4][C:5]([O:18][C:19]([F:22])([F:21])[F:20])=[C:6]2[C:10]=1[N:9]([CH2:11][CH2:12][O:13][CH3:14])[CH:8]=[C:7]2[C:15](O)=[O:16].CCN(CC)CC.Cl.[F:31][C:32]([F:51])([F:50])[C:33]([NH:35][CH2:36][C:37]1[CH:42]=[CH:41][C:40]([F:43])=[C:39]([CH:44]2[CH2:49][CH2:48][NH:47][CH2:46][CH2:45]2)[CH:38]=1)=[O:34].CCN=C=NCCCN(C)C.